From a dataset of Reaction yield outcomes from USPTO patents with 853,638 reactions. Predict the reaction yield, written as a fraction of the theoretical maximum amount of product (1.0 means a 100% yield; for example, 0.34 means a 34% yield). The reactants are [Cl-].O[NH3+:3].[C:4](=[O:7])([O-])[OH:5].[Na+].CS(C)=O.[CH2:13]([O:15][C:16]1[N:17]([CH2:30][C:31]2[CH:36]=[CH:35][C:34]([C:37]3[C:38]([C:43]#[N:44])=[CH:39][CH:40]=[CH:41][CH:42]=3)=[CH:33][CH:32]=2)[C:18](=[O:29])[C:19]([C:23]2[CH:28]=[CH:27][CH:26]=[CH:25][CH:24]=2)=[C:20]([CH3:22])[N:21]=1)[CH3:14]. The catalyst is O. The product is [CH2:13]([O:15][C:16]1[N:17]([CH2:30][C:31]2[CH:32]=[CH:33][C:34]([C:37]3[CH:42]=[CH:41][CH:40]=[CH:39][C:38]=3[C:43]3[NH:3][C:4](=[O:7])[O:5][N:44]=3)=[CH:35][CH:36]=2)[C:18](=[O:29])[C:19]([C:23]2[CH:24]=[CH:25][CH:26]=[CH:27][CH:28]=2)=[C:20]([CH3:22])[N:21]=1)[CH3:14]. The yield is 0.240.